The task is: Predict the reactants needed to synthesize the given product.. This data is from Full USPTO retrosynthesis dataset with 1.9M reactions from patents (1976-2016). (1) Given the product [Br:17][C:7]1[C:2]([Cl:1])=[N:3][C:4]([O:10][CH3:11])=[N:5][C:6]=1[O:8][CH3:9], predict the reactants needed to synthesize it. The reactants are: [Cl:1][C:2]1[CH:7]=[C:6]([O:8][CH3:9])[N:5]=[C:4]([O:10][CH3:11])[N:3]=1.C(=O)(O)[O-].[Na+].[Br:17]Br.O. (2) The reactants are: [NH2:1][C:2]1[CH:9]=[CH:8][C:5]([C:6]#[N:7])=[CH:4][N:3]=1.[CH3:10][CH:11]1[CH2:16][C:15](=[O:17])[O:14][C:13](=[O:18])[CH2:12]1.C1(C)C=CC=CC=1.CS(C)=O. Given the product [C:6]([C:5]1[CH:8]=[CH:9][C:2]([NH:1][C:15]([CH2:16][CH:11]([CH3:10])[CH2:12][C:13]([OH:18])=[O:14])=[O:17])=[N:3][CH:4]=1)#[N:7], predict the reactants needed to synthesize it. (3) Given the product [CH3:1][O:2][C:3](=[O:21])[CH2:4][C:5]1[CH:6]=[C:7]([C:11]2[C:16]([O:17][CH3:18])=[CH:15][CH:14]=[CH:13][C:12]=2[CH2:19][NH:24][CH2:22][CH3:23])[CH:8]=[CH:9][CH:10]=1, predict the reactants needed to synthesize it. The reactants are: [CH3:1][O:2][C:3](=[O:21])[CH2:4][C:5]1[CH:6]=[C:7]([C:11]2[C:16]([O:17][CH3:18])=[CH:15][CH:14]=[CH:13][C:12]=2[CH:19]=O)[CH:8]=[CH:9][CH:10]=1.[CH2:22]([NH2:24])[CH3:23].